Dataset: Catalyst prediction with 721,799 reactions and 888 catalyst types from USPTO. Task: Predict which catalyst facilitates the given reaction. Reactant: C(=O)([O-])[O-].[K+].[K+].[Cl:7][C:8]1[CH:15]=[CH:14][C:11]([CH2:12]Br)=[CH:10][CH:9]=1.[CH3:16][O:17][C:18]1[CH:19]=[C:20]2[C:25](=[CH:26][C:27]=1[O:28][CH3:29])[NH:24][CH:23]=[C:22]([C:30]#[N:31])[C:21]2=[O:32]. Product: [Cl:7][C:8]1[CH:15]=[CH:14][C:11]([CH2:12][N:24]2[C:25]3[C:20](=[CH:19][C:18]([O:17][CH3:16])=[C:27]([O:28][CH3:29])[CH:26]=3)[C:21](=[O:32])[C:22]([C:30]#[N:31])=[CH:23]2)=[CH:10][CH:9]=1. The catalyst class is: 3.